From a dataset of Reaction yield outcomes from USPTO patents with 853,638 reactions. Predict the reaction yield, written as a fraction of the theoretical maximum amount of product (1.0 means a 100% yield; for example, 0.34 means a 34% yield). (1) The reactants are COC1C=CC(C[N:8](CC2C=CC(OC)=CC=2)[C:9]2[N:14]=[C:13]([CH3:15])[N:12]=[C:11]([C:16]3[C:17]([NH:22][C:23]4[CH:24]=[CH:25][C:26]([NH:29][C:30]([NH:32][C:33]5[CH:38]=[CH:37][CH:36]=[CH:35][CH:34]=5)=[O:31])=[N:27][CH:28]=4)=[N:18][CH:19]=[CH:20][CH:21]=3)[N:10]=2)=CC=1.FC(F)(F)S(O)(=O)=O.C(=O)(O)[O-].[Na+]. The catalyst is C(O)(C(F)(F)F)=O. The product is [NH2:8][C:9]1[N:14]=[C:13]([CH3:15])[N:12]=[C:11]([C:16]2[C:17]([NH:22][C:23]3[CH:24]=[CH:25][C:26]([NH:29][C:30]([NH:32][C:33]4[CH:34]=[CH:35][CH:36]=[CH:37][CH:38]=4)=[O:31])=[N:27][CH:28]=3)=[N:18][CH:19]=[CH:20][CH:21]=2)[N:10]=1. The yield is 0.470. (2) The reactants are CC([C:6]1[CH:7]=[C:8]2[C:13](=[CH:14][CH:15]=1)[CH:12]=[C:11](/C=C/[C:11]1[C:10]([S:35][CH3:36])=[CH:9][C:8]3[C:13](=[CH:14][CH:15]=[C:6](C(C)CCC)[CH:7]=3)[CH:12]=1)[C:10]([S:35][CH3:36])=[CH:9]2)CCC.II. The catalyst is C(Cl)(Cl)Cl. The product is [CH:10]1[CH:9]=[C:8]2[C:13]([CH:14]=[C:36]3[S:35][C:10]4[C:11]5[C:10]([S:35][C:9]=4[C:6]3=[CH:7]2)=[CH:9][C:8]2[C:13](=[CH:14][CH:15]=[CH:6][CH:7]=2)[CH:12]=5)=[CH:12][CH:11]=1. The yield is 0.400. (3) The catalyst is Cl.O. The yield is 0.720. The product is [N:1]1([C:7]2[CH:12]=[CH:11][C:10]([NH2:13])=[C:9]([N+:17]([O-:19])=[O:18])[CH:8]=2)[CH2:6][CH2:5][O:4][CH2:3][CH2:2]1. The reactants are [N:1]1([C:7]2[CH:12]=[CH:11][C:10]([NH:13]C(=O)C)=[C:9]([N+:17]([O-:19])=[O:18])[CH:8]=2)[CH2:6][CH2:5][O:4][CH2:3][CH2:2]1.[OH-].[NH4+]. (4) The reactants are Cl.[CH3:2][N:3]1[C:11]2[C:6](=[N:7][C:8]([C@@H:18]([NH2:20])[CH3:19])=[C:9]([C:12]3[N:16]([CH3:17])[N:15]=[CH:14][CH:13]=3)[CH:10]=2)[CH:5]=[CH:4]1.[Cl:21][C:22]1[C:23]([NH2:30])=[N:24][C:25]([NH2:29])=[N:26][C:27]=1Cl.C(N(C(C)C)C(C)C)C. The catalyst is C(#N)C. The product is [Cl:21][C:22]1[C:27]([NH:20][C@H:18]([C:8]2[N:7]=[C:6]3[CH:5]=[CH:4][N:3]([CH3:2])[C:11]3=[CH:10][C:9]=2[C:12]2[N:16]([CH3:17])[N:15]=[CH:14][CH:13]=2)[CH3:19])=[N:26][C:25]([NH2:29])=[N:24][C:23]=1[NH2:30]. The yield is 0.140. (5) The reactants are Cl[CH2:2][CH2:3][NH:4][C:5]([NH:7][C:8]1[CH:13]=[CH:12][C:11]([C:14]#[C:15][C:16]2[N:17]([CH2:29][CH3:30])[C:18]3[C:23]([C:24]=2[C:25]#[N:26])=[CH:22][CH:21]=[C:20]([O:27][CH3:28])[CH:19]=3)=[CH:10][CH:9]=1)=[O:6].C([O-])([O-])=O.[K+].[K+].CN(C=O)C. The catalyst is CCOC(C)=O. The product is [CH2:29]([N:17]1[C:18]2[C:23](=[CH:22][CH:21]=[C:20]([O:27][CH3:28])[CH:19]=2)[C:24]([C:25]#[N:26])=[C:16]1[C:15]#[C:14][C:11]1[CH:12]=[CH:13][C:8]([N:7]2[CH2:2][CH2:3][NH:4][C:5]2=[O:6])=[CH:9][CH:10]=1)[CH3:30]. The yield is 0.940. (6) The reactants are [Br:1][C:2]1[CH:3]=[CH:4][C:5]([O:15][CH2:16][C:17]2[CH:22]=[CH:21][C:20]([F:23])=[CH:19][CH:18]=2)=[C:6]([C:8](=O)[CH2:9][CH2:10][C:11](=O)[CH3:12])[CH:7]=1.[CH3:24][O:25][C:26](=[O:35])[C:27]1[CH:32]=[C:31]([NH2:33])[CH:30]=[C:29]([NH2:34])[CH:28]=1.CC1C=CC(S(O)(=O)=O)=CC=1. The catalyst is CN1C(=O)CCC1.CCOC(C)=O. The product is [CH3:24][O:25][C:26](=[O:35])[C:27]1[CH:28]=[C:29]([NH2:34])[CH:30]=[C:31]([N:33]2[C:11]([CH3:12])=[CH:10][CH:9]=[C:8]2[C:6]2[CH:7]=[C:2]([Br:1])[CH:3]=[CH:4][C:5]=2[O:15][CH2:16][C:17]2[CH:22]=[CH:21][C:20]([F:23])=[CH:19][CH:18]=2)[CH:32]=1. The yield is 0.560. (7) The reactants are Cl.[Cl:2][C:3]1[CH:4]=[C:5]2[C:9](=[CH:10][CH:11]=1)[NH:8][CH:7]=[C:6]2[CH2:12][CH2:13][NH2:14].[CH3:15][C:16]1[N:17]=[C:18]([C:24]2[CH:29]=[N:28][CH:27]=[CH:26][N:25]=2)[S:19][C:20]=1[C:21](Cl)=[O:22].C(N(CC)CC)C.C(OCC)(=O)C. The catalyst is ClCCl. The product is [Cl:2][C:3]1[CH:4]=[C:5]2[C:9](=[CH:10][CH:11]=1)[NH:8][CH:7]=[C:6]2[CH2:12][CH2:13][NH:14][C:21]([C:20]1[S:19][C:18]([C:24]2[CH:29]=[N:28][CH:27]=[CH:26][N:25]=2)=[N:17][C:16]=1[CH3:15])=[O:22]. The yield is 0.560.